Task: Regression. Given two drug SMILES strings and cell line genomic features, predict the synergy score measuring deviation from expected non-interaction effect.. Dataset: NCI-60 drug combinations with 297,098 pairs across 59 cell lines (1) Drug 1: C1=CC(=CC=C1CCCC(=O)O)N(CCCl)CCCl. Drug 2: CNC(=O)C1=NC=CC(=C1)OC2=CC=C(C=C2)NC(=O)NC3=CC(=C(C=C3)Cl)C(F)(F)F. Cell line: MDA-MB-435. Synergy scores: CSS=26.3, Synergy_ZIP=-7.35, Synergy_Bliss=-6.57, Synergy_Loewe=-19.4, Synergy_HSA=-7.51. (2) Drug 1: CC1=C2C(C(=O)C3(C(CC4C(C3C(C(C2(C)C)(CC1OC(=O)C(C(C5=CC=CC=C5)NC(=O)C6=CC=CC=C6)O)O)OC(=O)C7=CC=CC=C7)(CO4)OC(=O)C)O)C)OC(=O)C. Drug 2: C1=CN(C=N1)CC(O)(P(=O)(O)O)P(=O)(O)O. Cell line: MCF7. Synergy scores: CSS=13.1, Synergy_ZIP=-4.43, Synergy_Bliss=-0.583, Synergy_Loewe=-4.42, Synergy_HSA=-0.114. (3) Drug 1: CNC(=O)C1=CC=CC=C1SC2=CC3=C(C=C2)C(=NN3)C=CC4=CC=CC=N4. Drug 2: CC1=C(C=C(C=C1)NC2=NC=CC(=N2)N(C)C3=CC4=NN(C(=C4C=C3)C)C)S(=O)(=O)N.Cl. Cell line: SK-MEL-5. Synergy scores: CSS=-0.184, Synergy_ZIP=5.63, Synergy_Bliss=9.15, Synergy_Loewe=1.66, Synergy_HSA=2.40. (4) Drug 1: CNC(=O)C1=CC=CC=C1SC2=CC3=C(C=C2)C(=NN3)C=CC4=CC=CC=N4. Drug 2: C1CC(=O)NC(=O)C1N2C(=O)C3=CC=CC=C3C2=O. Cell line: NCIH23. Synergy scores: CSS=2.51, Synergy_ZIP=7.01, Synergy_Bliss=4.01, Synergy_Loewe=2.50, Synergy_HSA=2.90. (5) Drug 1: CC=C1C(=O)NC(C(=O)OC2CC(=O)NC(C(=O)NC(CSSCCC=C2)C(=O)N1)C(C)C)C(C)C. Drug 2: CC1C(C(CC(O1)OC2CC(CC3=C2C(=C4C(=C3O)C(=O)C5=C(C4=O)C(=CC=C5)OC)O)(C(=O)CO)O)N)O.Cl. Cell line: OVCAR-5. Synergy scores: CSS=68.2, Synergy_ZIP=-5.52, Synergy_Bliss=-7.93, Synergy_Loewe=-12.8, Synergy_HSA=-6.72.